This data is from Full USPTO retrosynthesis dataset with 1.9M reactions from patents (1976-2016). The task is: Predict the reactants needed to synthesize the given product. (1) Given the product [CH3:1][CH2:2][O:3][C:4]1[CH:5]=[CH:6][CH:7]=[CH:8][C:9]=1[O:10][CH2:11][CH2:12][NH:13][C@@H:14]([CH2:16][C:17]1[CH:18]=[CH:19][C:20]([O:27][CH3:28])=[C:21]([S:23]([NH2:26])(=[O:25])=[O:24])[CH:22]=1)[CH3:15], predict the reactants needed to synthesize it. The reactants are: [CH3:1][CH2:2][O:3][C:4]1[CH:5]=[CH:6][CH:7]=[CH:8][C:9]=1[O:10][CH2:11][CH2:12][NH:13][C@@H:14]([CH2:16][C:17]1[CH:18]=[CH:19][C:20]([O:27][CH3:28])=[C:21]([S:23]([NH2:26])(=[O:25])=[O:24])[CH:22]=1)[CH3:15].Cl.[OH-].[Na+].O. (2) Given the product [C:16]([O:20][C:21](=[O:22])[NH:23][C:24]1([CH2:30][OH:31])[CH2:29][CH2:28][CH2:27][CH2:26][CH2:25]1)([CH3:19])([CH3:17])[CH3:18], predict the reactants needed to synthesize it. The reactants are: C(N(CC)CC)C.ClC(OCC(C)C)=O.[C:16]([O:20][C:21]([NH:23][C:24]1([C:30](O)=[O:31])[CH2:29][CH2:28][CH2:27][CH2:26][CH2:25]1)=[O:22])([CH3:19])([CH3:18])[CH3:17].[BH4-].[Na+]. (3) The reactants are: [CH2:1]([C:5]1(O)[CH2:30][N:9]2[C@H:10]([C:26](C)(C)C)[CH2:11][C:12]3[C:17]([CH:8]2[CH:7](CO[SiH3])[C:6]1=[O:34])=[C:16](OC)[C:15]([O:20][CH3:21])=[C:14]([O:22][CH3:23])[C:13]=3OC)[CH2:2][CH2:3][CH3:4].[F-].C([N+](CCCC)(CCCC)CCCC)CCC.[OH2:54]. Given the product [CH2:1]([CH:5]1[CH2:30][N:9]2[C@H:10]([CH2:26][OH:54])[CH2:11][C:12]3[C:17]([CH:8]2[CH2:7][C:6]1=[O:34])=[CH:16][C:15]([O:20][CH3:21])=[C:14]([O:22][CH3:23])[CH:13]=3)[CH2:2][CH2:3][CH3:4], predict the reactants needed to synthesize it. (4) Given the product [F:9][C:3]1[CH:4]=[C:5]([OH:8])[CH:6]=[CH:7][C:2]=1[C:17]1[CH:18]=[C:13]([CH:14]=[CH:15][CH:16]=1)[C:10]([NH2:11])=[O:12], predict the reactants needed to synthesize it. The reactants are: Br[C:2]1[CH:7]=[CH:6][C:5]([OH:8])=[CH:4][C:3]=1[F:9].[C:10]([C:13]1[CH:14]=[C:15](B(O)O)[CH:16]=[CH:17][CH:18]=1)(=[O:12])[NH2:11].